From a dataset of Full USPTO retrosynthesis dataset with 1.9M reactions from patents (1976-2016). Predict the reactants needed to synthesize the given product. (1) The reactants are: [C:1]([O:5][C:6]([N:8]1[CH2:13][CH2:12][C:11]2([C:22]3[C:17](=[CH:18][CH:19]=[CH:20][C:21]=3[CH3:23])[C:16](=[O:24])[NH:15][CH2:14]2)[CH2:10][CH2:9]1)=[O:7])([CH3:4])([CH3:3])[CH3:2].[OH-].[Na+].C(=O)([O-])[O-].[K+].[K+].[CH2:33](Br)[C:34]1[CH:39]=[CH:38][CH:37]=[CH:36][CH:35]=1. Given the product [CH2:33]([N:15]1[CH2:14][C:11]2([CH2:10][CH2:9][N:8]([C:6]([O:5][C:1]([CH3:4])([CH3:3])[CH3:2])=[O:7])[CH2:13][CH2:12]2)[C:22]2[C:17](=[CH:18][CH:19]=[CH:20][C:21]=2[CH3:23])[C:16]1=[O:24])[C:34]1[CH:39]=[CH:38][CH:37]=[CH:36][CH:35]=1, predict the reactants needed to synthesize it. (2) Given the product [CH3:45][O:44][C:43](=[O:46])[NH:42][C@@H:33]1[CH:32]2[C:31](=[O:47])[CH2:30][C@H:29]([C:27]3[NH:28][C:24]([C:21]4[CH:22]=[CH:23][C:18]([C:15]5[CH:14]=[CH:13][C:12]([C:9]6[NH:8][C:7]([C@@H:2]7[CH2:3][O:4][CH2:5][CH2:6][N:1]7[C:54](=[O:55])[C@H:53]([NH:52][C:50]([O:49][CH3:48])=[O:51])[C:57]7[CH:62]=[CH:61][CH:60]=[CH:59][CH:58]=7)=[N:11][CH:10]=6)=[CH:17][CH:16]=5)=[CH:19][CH:20]=4)=[CH:25][N:26]=3)[CH2:41][N:39]3[C:40]2=[C:36]([CH:37]=[CH:38]3)[CH2:35][CH2:34]1, predict the reactants needed to synthesize it. The reactants are: [NH:1]1[CH2:6][CH2:5][O:4][CH2:3][C@H:2]1[C:7]1[NH:8][C:9]([C:12]2[CH:17]=[CH:16][C:15]([C:18]3[CH:23]=[CH:22][C:21]([C:24]4[NH:28][C:27]([C@@H:29]5[CH2:41][N:39]6[C:40]7[CH:32]([C@@H:33]([NH:42][C:43](=[O:46])[O:44][CH3:45])[CH2:34][CH2:35][C:36]=7[CH:37]=[CH:38]6)[C:31](=[O:47])[CH2:30]5)=[N:26][CH:25]=4)=[CH:20][CH:19]=3)=[CH:14][CH:13]=2)=[CH:10][N:11]=1.[CH3:48][O:49][C:50]([NH:52][C@H:53]([C:57]1[CH:62]=[CH:61][CH:60]=[CH:59][CH:58]=1)[C:54](O)=[O:55])=[O:51].CCN(C(C)C)C(C)C.CN(C(ON1N=NC2C=CC=NC1=2)=[N+](C)C)C.F[P-](F)(F)(F)(F)F. (3) The reactants are: Br[C:2]1[CH:7]=[CH:6][C:5]([O:8][CH3:9])=[CH:4][C:3]=1[N+:10]([O-:12])=[O:11].[C:13]([O:17][CH2:18][CH3:19])(=[O:16])[CH:14]=[CH2:15].C1(CNCC2CCCCC2)CCCCC1. Given the product [CH3:9][O:8][C:5]1[CH:6]=[CH:7][C:2](/[CH:15]=[CH:14]/[C:13]([O:17][CH2:18][CH3:19])=[O:16])=[C:3]([N+:10]([O-:12])=[O:11])[CH:4]=1, predict the reactants needed to synthesize it. (4) Given the product [Br:1][C:2]1[CH:3]=[C:4]([CH2:11][Br:13])[CH:5]=[CH:6][C:7]=1[O:8][CH2:9][CH3:10], predict the reactants needed to synthesize it. The reactants are: [Br:1][C:2]1[CH:3]=[C:4]([CH2:11]O)[CH:5]=[CH:6][C:7]=1[O:8][CH2:9][CH3:10].[BrH:13]. (5) Given the product [CH:30]1([CH2:29][CH:28]([N:4]2[C:3](=[O:15])[CH:2]=[C:7]([O:24][C:18]3[CH:19]=[CH:20][CH:21]=[C:22]([F:23])[C:17]=3[F:16])[CH:6]=[N:5]2)[C:27]([OH:26])=[O:36])[CH2:34][CH2:33][CH2:32][CH2:31]1, predict the reactants needed to synthesize it. The reactants are: Cl[C:2]1[C:3](=[O:15])[N:4](C2CCCCO2)[N:5]=[CH:6][C:7]=1Cl.[F:16][C:17]1[C:22]([F:23])=[CH:21][CH:20]=[CH:19][C:18]=1[OH:24].C[O:26][C:27](=[O:36])[CH:28](Br)[CH2:29][CH:30]1[CH2:34][CH2:33][CH2:32][CH2:31]1.